Dataset: Catalyst prediction with 721,799 reactions and 888 catalyst types from USPTO. Task: Predict which catalyst facilitates the given reaction. (1) The catalyst class is: 1. Reactant: [Br:1][C:2]1[CH:10]=[C:9]2[C:5]([CH2:6][CH2:7][C:8]2=[O:11])=[CH:4][CH:3]=1.C(O[K])(C)(C)C.CC(O)(C)C.Br[CH2:24][CH2:25][O:26][CH2:27][CH2:28]Br. Product: [Br:1][C:2]1[CH:10]=[C:9]2[C:5]([CH2:6][C:7]3([C:8]2=[O:11])[CH2:28][CH2:27][O:26][CH2:25][CH2:24]3)=[CH:4][CH:3]=1. (2) Reactant: [C:1]([O:5][C:6]([N:8]1[CH2:11][CH:10]([C:12](SC)(OC(O)=S)[C:13]2[CH:18]=[CH:17][CH:16]=[CH:15][N:14]=2)[CH2:9]1)=[O:7])([CH3:4])([CH3:3])[CH3:2].CC(N=NC(C#N)(C)C)(C#N)C.[SnH](CCCC)(CCCC)CCCC. Product: [C:1]([O:5][C:6]([N:8]1[CH2:9][CH:10]([CH2:12][C:13]2[CH:18]=[CH:17][CH:16]=[CH:15][N:14]=2)[CH2:11]1)=[O:7])([CH3:4])([CH3:2])[CH3:3]. The catalyst class is: 11.